From a dataset of Peptide-MHC class I binding affinity with 185,985 pairs from IEDB/IMGT. Regression. Given a peptide amino acid sequence and an MHC pseudo amino acid sequence, predict their binding affinity value. This is MHC class I binding data. The peptide sequence is KVFFGPIYY. The MHC is HLA-A02:06 with pseudo-sequence HLA-A02:06. The binding affinity (normalized) is 0.307.